Dataset: Full USPTO retrosynthesis dataset with 1.9M reactions from patents (1976-2016). Task: Predict the reactants needed to synthesize the given product. (1) Given the product [N+:41]([C:27]1[CH:26]=[C:25]([S:22]([NH:21][C:19](=[O:20])[C:18]2[CH:44]=[CH:45][C:15]([N:12]3[CH2:11][CH2:10][CH:9]([CH2:8][CH2:7][CH:2]=[O:1])[CH2:14][CH2:13]3)=[CH:16][CH:17]=2)(=[O:24])=[O:23])[CH:30]=[CH:29][C:28]=1[NH:31][CH2:32][CH2:33][S:34][C:35]1[CH:36]=[CH:37][CH:38]=[CH:39][CH:40]=1)([O-:43])=[O:42], predict the reactants needed to synthesize it. The reactants are: [O:1]1CCCO[CH:2]1[CH2:7][CH2:8][CH:9]1[CH2:14][CH2:13][N:12]([C:15]2[CH:45]=[CH:44][C:18]([C:19]([NH:21][S:22]([C:25]3[CH:30]=[CH:29][C:28]([NH:31][CH2:32][CH2:33][S:34][C:35]4[CH:40]=[CH:39][CH:38]=[CH:37][CH:36]=4)=[C:27]([N+:41]([O-:43])=[O:42])[CH:26]=3)(=[O:24])=[O:23])=[O:20])=[CH:17][CH:16]=2)[CH2:11][CH2:10]1.C(O)(C(F)(F)F)=O. (2) Given the product [CH3:1][O:2][C:3]1[CH:4]=[C:5]([CH:39]=[CH:40][C:41]=1[O:42][CH3:43])[CH2:6][C:7]1[N:11]([C:12]2[CH:17]=[C:16]([CH2:18][CH2:19][C:20]3[CH:25]=[CH:24][C:6]([CH3:5])=[CH:7][N:8]=3)[N:15]=[C:14]([CH3:28])[N:13]=2)[N:10]=[C:9]([NH:29][CH2:30][C:31]2[CH:32]=[CH:33][C:34]([O:37][CH3:38])=[CH:35][CH:36]=2)[N:8]=1, predict the reactants needed to synthesize it. The reactants are: [CH3:1][O:2][C:3]1[CH:4]=[C:5]([CH:39]=[CH:40][C:41]=1[O:42][CH3:43])[CH2:6][C:7]1[N:11]([C:12]2[CH:17]=[C:16]([C:18]#[C:19][C:20]3[CH:25]=[CH:24]C(OC)=CC=3)[N:15]=[C:14]([CH3:28])[N:13]=2)[N:10]=[C:9]([NH:29][CH2:30][C:31]2[CH:36]=[CH:35][C:34]([O:37][CH3:38])=[CH:33][CH:32]=2)[N:8]=1. (3) Given the product [CH:1]([NH:3][C@@H:4]1[C:32](=[O:33])[N:6]2[C:7]([C:16]([O:18][CH:19]([C:20]3[CH:25]=[CH:24][CH:23]=[CH:22][CH:21]=3)[C:26]3[CH:31]=[CH:30][CH:29]=[CH:28][CH:27]=3)=[O:17])=[C:8]([S:34][CH2:55][C:56]3[CH:57]=[N:58][NH:59][CH:60]=3)[CH2:9][S:10][C@H:5]12)=[O:2], predict the reactants needed to synthesize it. The reactants are: [CH:1]([NH:3][C@@H:4]1[C:32](=[O:33])[N:6]2[C:7]([C:16]([O:18][CH:19]([C:26]3[CH:31]=[CH:30][CH:29]=[CH:28][CH:27]=3)[C:20]3[CH:25]=[CH:24][CH:23]=[CH:22][CH:21]=3)=[O:17])=[C:8](OS(C)(=O)=O)[CH2:9][S:10][C@H:5]12)=[O:2].[SH-:34].[Na+].C(N(C(C)C)CC)(C)C.C(=O)=O.ClC(Cl)(Cl)Cl.Cl.Cl[CH2:55][C:56]1[CH:57]=[N:58][NH:59][CH:60]=1. (4) Given the product [Cl:1][C:2]1[N:7]=[C:6]([C:8]2([OH:11])[CH2:19][CH2:18]2)[C:5]([CH2:10][OH:9])=[C:4]([N:12]2[CH2:17][CH2:16][O:15][CH2:14][CH2:13]2)[N:3]=1, predict the reactants needed to synthesize it. The reactants are: [Cl:1][C:2]1[N:3]=[C:4]([N:12]2[CH2:17][CH2:16][O:15][CH2:14][CH2:13]2)[C:5]2[CH2:10][O:9][C:8](=[O:11])[C:6]=2[N:7]=1.[CH2:18]([Mg]Br)[CH3:19].CCOC(C)=O. (5) Given the product [CH3:1][N:2]1[C:10]2[C:5](=[CH:6][CH:7]=[CH:8][CH:9]=2)[CH:4]=[C:3]1[C:21]1[CH:22]=[CH:17][N:18]=[C:19]([NH:23][CH:24]2[CH2:29][C:28]([CH3:31])([CH3:30])[NH:27][C:26]([CH3:33])([CH3:32])[CH2:25]2)[N:20]=1, predict the reactants needed to synthesize it. The reactants are: [CH3:1][N:2]1[C:10]2[C:5](=[CH:6][CH:7]=[CH:8][CH:9]=2)[CH:4]=[CH:3]1.C([Li])CCC.Cl[C:17]1[CH:22]=[CH:21][N:20]=[C:19]([NH:23][CH:24]2[CH2:29][C:28]([CH3:31])([CH3:30])[NH:27][C:26]([CH3:33])([CH3:32])[CH2:25]2)[N:18]=1. (6) Given the product [C:31]1([CH:7]([C:1]2[CH:2]=[CH:3][CH:4]=[CH:5][CH:6]=2)[CH2:8][CH2:9][O:10][C:11](=[O:12])[C:13]2[C:18]([C:19]3[CH:24]=[CH:23][CH:22]=[C:21]([Cl:25])[CH:20]=3)=[C:17]([C:26]([N:44]3[CH2:49][CH2:48][NH:47][CH2:46][CH2:45]3)=[O:27])[C:16]([CH3:29])=[N:15][C:14]=2[CH3:30])[CH:36]=[CH:35][CH:34]=[CH:33][CH:32]=1, predict the reactants needed to synthesize it. The reactants are: [C:1]1([CH:7]([C:31]2[CH:36]=[CH:35][CH:34]=[CH:33][CH:32]=2)[CH2:8][CH2:9][O:10][C:11]([C:13]2[CH:18]([C:19]3[CH:24]=[CH:23][CH:22]=[C:21]([Cl:25])[CH:20]=3)[C:17]([C:26](O)=[O:27])=[C:16]([CH3:29])[NH:15][C:14]=2[CH3:30])=[O:12])[CH:6]=[CH:5][CH:4]=[CH:3][CH:2]=1.C(OC([N:44]1[CH2:49][CH2:48][NH:47][CH2:46][CH2:45]1)=O)(C)(C)C.CCN=C=NCCCN(C)C.Cl.Cl.